The task is: Predict the product of the given reaction.. This data is from Forward reaction prediction with 1.9M reactions from USPTO patents (1976-2016). (1) Given the reactants [CH:1]([C:4]1[C:5]([O:16][CH2:17][CH:18]([F:20])[F:19])=[C:6](B(O)O)[CH:7]=[C:8]([CH:10]([CH3:12])[CH3:11])[CH:9]=1)([CH3:3])[CH3:2].[C:21](=[O:24])([O-])[O-].[Na+].[Na+].O.[CH2:28]([OH:30])[CH3:29], predict the reaction product. The product is: [C:28]([C:21]1[O:24][C:2]2[C:1]([C:4]3[CH:9]=[C:8]([CH:10]([CH3:12])[CH3:11])[CH:7]=[C:6]([CH:6]([CH3:7])[CH3:5])[C:5]=3[O:16][CH2:17][CH:18]([F:20])[F:19])=[CH:3][CH:9]=[CH:4][C:1]=2[CH:2]=1)(=[O:30])[CH3:29]. (2) Given the reactants Br[C:2]1[N:6]2[N:7]=[CH:8][CH:9]=[C:10]([N:11]3[CH2:16][CH2:15][O:14][CH2:13][CH2:12]3)[C:5]2=[N:4][C:3]=1[C:17]#[C:18][C:19]1[CH:28]=[CH:27][C:26]2[C:21](=[CH:22][CH:23]=[CH:24][CH:25]=2)[N:20]=1.[CH3:29][CH:30]([CH3:57])[C@H:31]([NH:39][C:40](=[O:56])[C:41]1[CH:46]=[CH:45][C:44](B2OC(C)(C)C(C)(C)O2)=[CH:43][CH:42]=1)[C:32]([O:34][C:35]([CH3:38])([CH3:37])[CH3:36])=[O:33], predict the reaction product. The product is: [CH3:29][CH:30]([CH3:57])[C@H:31]([NH:39][C:40](=[O:56])[C:41]1[CH:42]=[CH:43][C:44]([C:2]2[N:6]3[N:7]=[CH:8][CH:9]=[C:10]([N:11]4[CH2:16][CH2:15][O:14][CH2:13][CH2:12]4)[C:5]3=[N:4][C:3]=2[C:17]#[C:18][C:19]2[CH:28]=[CH:27][C:26]3[C:21](=[CH:22][CH:23]=[CH:24][CH:25]=3)[N:20]=2)=[CH:45][CH:46]=1)[C:32]([O:34][C:35]([CH3:38])([CH3:37])[CH3:36])=[O:33]. (3) Given the reactants [CH2:1]([O:8][CH2:9][C@@H:10]([O:14][C:15]1[CH:20]=[CH:19][C:18]([F:21])=[C:17]([C:22](=[O:24])[NH2:23])[C:16]=1[F:25])[C:11](O)=[O:12])[C:2]1[CH:7]=[CH:6][CH:5]=[CH:4][CH:3]=1.C(Cl)(=O)C([Cl:29])=O.CN(C=O)C.CO, predict the reaction product. The product is: [CH2:1]([O:8][CH2:9][C@@H:10]([O:14][C:15]1[CH:20]=[CH:19][C:18]([F:21])=[C:17]([C:22](=[O:24])[NH2:23])[C:16]=1[F:25])[C:11]([Cl:29])=[O:12])[C:2]1[CH:7]=[CH:6][CH:5]=[CH:4][CH:3]=1. (4) Given the reactants [NH2:1][C:2]1[CH:3]=[C:4]([CH:25]=[C:26]([C:28]([F:31])([F:30])[F:29])[CH:27]=1)[O:5][C:6]1[CH:7]=[C:8]([C:12]([CH3:24])([CH3:23])[C:13]([O:15][CH2:16][C:17]2[CH:22]=[CH:21][CH:20]=[CH:19][CH:18]=2)=[O:14])[CH:9]=[CH:10][CH:11]=1.C(=O)([O-])O.[Na+].Cl[C:38]([O:40][CH2:41][C:42]([Cl:45])([Cl:44])[Cl:43])=[O:39], predict the reaction product. The product is: [CH3:24][C:12]([C:8]1[CH:9]=[CH:10][CH:11]=[C:6]([O:5][C:4]2[CH:25]=[C:26]([C:28]([F:29])([F:30])[F:31])[CH:27]=[C:2]([NH:1][C:38]([O:40][CH2:41][C:42]([Cl:45])([Cl:44])[Cl:43])=[O:39])[CH:3]=2)[CH:7]=1)([CH3:23])[C:13]([O:15][CH2:16][C:17]1[CH:22]=[CH:21][CH:20]=[CH:19][CH:18]=1)=[O:14]. (5) Given the reactants [Cl:1][C:2]1[CH:7]=[CH:6][C:5]([C:8]([CH3:31])([CH3:30])[CH2:9][C:10]([C:26]([F:29])([F:28])[F:27])([OH:25])[CH2:11][NH:12][C:13]2[CH:22]=[CH:21][CH:20]=[C:19]3[C:14]=2[CH:15]=[CH:16][C:17]([CH2:23][OH:24])=[N:18]3)=[C:4]([O:32]C)[CH:3]=1.B(Br)(Br)Br, predict the reaction product. The product is: [Cl:1][C:2]1[CH:7]=[CH:6][C:5]([C:8]([CH3:30])([CH3:31])[CH2:9][C:10]([C:26]([F:27])([F:29])[F:28])([OH:25])[CH2:11][NH:12][C:13]2[CH:22]=[CH:21][CH:20]=[C:19]3[C:14]=2[CH:15]=[CH:16][C:17]([CH2:23][OH:24])=[N:18]3)=[C:4]([OH:32])[CH:3]=1. (6) Given the reactants [NH:1]1[C:5](=[O:6])[CH2:4][CH2:3][C:2]1=[O:7].Br[CH2:9][CH2:10][CH2:11][OH:12].C(=O)([O-])[O-].[K+].[K+], predict the reaction product. The product is: [OH:12][CH2:11][CH2:10][CH2:9][N:1]1[C:5](=[O:6])[CH2:4][CH2:3][C:2]1=[O:7]. (7) Given the reactants [F:1][C:2]1[CH:3]=[CH:4][C:5]([S:13][CH2:14][CH2:15][CH2:16][C:17]([N:19]2[C:27]3[C:22](=[CH:23][CH:24]=[C:25]([O:28][CH3:29])[CH:26]=3)[CH2:21][CH2:20]2)=[O:18])=[C:6]([CH:12]=1)[C:7]([O:9]CC)=[O:8].[Li+].[OH-], predict the reaction product. The product is: [F:1][C:2]1[CH:3]=[CH:4][C:5]([S:13][CH2:14][CH2:15][CH2:16][C:17]([N:19]2[C:27]3[C:22](=[CH:23][CH:24]=[C:25]([O:28][CH3:29])[CH:26]=3)[CH2:21][CH2:20]2)=[O:18])=[C:6]([CH:12]=1)[C:7]([OH:9])=[O:8]. (8) The product is: [Cl:9][C:10]1[CH:11]=[C:12]([C:16]2[C:17]3[N:26]([CH2:27][C@H:28]4[CH2:29][CH2:30][C@H:31]([CH3:34])[CH2:32][CH2:33]4)[C:25]([CH:35]([F:43])[C:36]4[CH:41]=[CH:40][CH:39]=[CH:38][C:37]=4[F:42])=[CH:24][C:18]=3[N:19]=[C:20]([C:22](=[N:1][OH:2])[NH2:23])[N:21]=2)[CH:13]=[N:14][CH:15]=1. Given the reactants [NH2:1][OH:2].Cl.C([O-])(O)=O.[Na+].[Cl:9][C:10]1[CH:11]=[C:12]([C:16]2[C:17]3[N:26]([CH2:27][C@H:28]4[CH2:33][CH2:32][C@H:31]([CH3:34])[CH2:30][CH2:29]4)[C:25]([CH:35]([F:43])[C:36]4[CH:41]=[CH:40][CH:39]=[CH:38][C:37]=4[F:42])=[CH:24][C:18]=3[N:19]=[C:20]([C:22]#[N:23])[N:21]=2)[CH:13]=[N:14][CH:15]=1, predict the reaction product.